Dataset: NCI-60 drug combinations with 297,098 pairs across 59 cell lines. Task: Regression. Given two drug SMILES strings and cell line genomic features, predict the synergy score measuring deviation from expected non-interaction effect. (1) Drug 1: CN(C)C1=NC(=NC(=N1)N(C)C)N(C)C. Drug 2: C1=NC(=NC(=O)N1C2C(C(C(O2)CO)O)O)N. Cell line: NCI-H522. Synergy scores: CSS=-3.13, Synergy_ZIP=0.213, Synergy_Bliss=-2.29, Synergy_Loewe=-10.2, Synergy_HSA=-5.62. (2) Drug 1: CNC(=O)C1=CC=CC=C1SC2=CC3=C(C=C2)C(=NN3)C=CC4=CC=CC=N4. Drug 2: CNC(=O)C1=NC=CC(=C1)OC2=CC=C(C=C2)NC(=O)NC3=CC(=C(C=C3)Cl)C(F)(F)F. Cell line: HCC-2998. Synergy scores: CSS=-2.86, Synergy_ZIP=-5.68, Synergy_Bliss=-6.99, Synergy_Loewe=-13.6, Synergy_HSA=-12.4. (3) Drug 1: C#CCC(CC1=CN=C2C(=N1)C(=NC(=N2)N)N)C3=CC=C(C=C3)C(=O)NC(CCC(=O)O)C(=O)O. Drug 2: CN(C(=O)NC(C=O)C(C(C(CO)O)O)O)N=O. Cell line: U251. Synergy scores: CSS=4.96, Synergy_ZIP=-1.91, Synergy_Bliss=-3.36, Synergy_Loewe=-1.85, Synergy_HSA=-2.30.